Task: Predict which catalyst facilitates the given reaction.. Dataset: Catalyst prediction with 721,799 reactions and 888 catalyst types from USPTO (1) Reactant: Cl[C:2]1[N:7]=[C:6]([Cl:8])[N:5]=[CH:4][N:3]=1.C(N(CC)C(C)C)(C)C.[NH2:18][C:19]1[CH:24]=[CH:23][C:22]([CH:25]2[CH2:30][CH2:29][N:28]([CH:31]=[O:32])[CH2:27][CH2:26]2)=[C:21]([CH3:33])[CH:20]=1. Product: [Cl:8][C:6]1[N:5]=[CH:4][N:3]=[C:2]([NH:18][C:19]2[CH:24]=[CH:23][C:22]([CH:25]3[CH2:30][CH2:29][N:28]([CH:31]=[O:32])[CH2:27][CH2:26]3)=[C:21]([CH3:33])[CH:20]=2)[N:7]=1. The catalyst class is: 9. (2) Reactant: [Br:1][C:2]1[CH:3]=[C:4]([N:8]2[C:16]3[C:11](=[CH:12][C:13]([CH2:17][OH:18])=[CH:14][CH:15]=3)[C:10]([C:19]([O:21][CH3:22])=[O:20])=[N:9]2)[CH:5]=[CH:6][CH:7]=1.C1C=C[NH+]=CC=1.[O-:29][Cr](Cl)(=O)=O.I(O)(=O)(=O)=O. Product: [Br:1][C:2]1[CH:3]=[C:4]([N:8]2[C:16]3[C:11](=[CH:12][C:13]([C:17]([OH:29])=[O:18])=[CH:14][CH:15]=3)[C:10]([C:19]([O:21][CH3:22])=[O:20])=[N:9]2)[CH:5]=[CH:6][CH:7]=1. The catalyst class is: 115. (3) Reactant: [C:1]1([CH2:7][C:8]([OH:10])=[O:9])[CH:6]=[CH:5][CH:4]=[CH:3][CH:2]=1.C(=O)([O-])[O-].[K+].[K+].Br[CH2:18][C:19]([C:21]1[CH:26]=[CH:25][C:24]([S:27][CH3:28])=[CH:23][CH:22]=1)=O. Product: [CH3:28][S:27][C:24]1[CH:25]=[CH:26][C:21]([C:19]2[CH2:18][O:9][C:8](=[O:10])[C:7]=2[C:1]2[CH:6]=[CH:5][CH:4]=[CH:3][CH:2]=2)=[CH:22][CH:23]=1. The catalyst class is: 10. (4) Reactant: Cl[CH2:2][CH2:3][CH2:4][C:5]1[CH:6]=[C:7]2[C:11](=[CH:12][CH:13]=1)[NH:10][C:9](=[O:14])[CH2:8]2.[N:15]1([CH:21]=O)[CH2:20][CH2:19][NH:18][CH2:17][CH2:16]1.[NH:23]1[C:31]2[C:26](=[CH:27][CH:28]=[CH:29][CH:30]=2)C=[N:24]1.[CH3:32][C:33]([CH3:35])=O.O.C(=O)([O-])[O-].[K+].[K+]. Product: [NH:23]1[C:31]2[C:30](=[CH:29][CH:28]=[CH:27][CH:26]=2)[C:21]([N:15]2[CH2:20][CH2:19][N:18]([CH2:2][CH2:3][CH2:4][C:5]3[CH:6]=[C:7]4[C:11](=[CH:12][CH:13]=3)[NH:10][C:9](=[O:14])[C:8]4=[C:33]([CH3:35])[CH3:32])[CH2:17][CH2:16]2)=[N:24]1. The catalyst class is: 25. (5) Reactant: [C:1]([NH:5][NH:6][C:7](=[O:17])[C:8]1[C:13](I)=[CH:12][CH:11]=[N:10][C:9]=1[O:15][CH3:16])([CH3:4])([CH3:3])[CH3:2].N1CCC[C@H]1C(O)=O.C(=O)([O-])[O-].[K+].[K+]. Product: [C:1]([N:5]1[C:13]2[CH:12]=[CH:11][N:10]=[C:9]([O:15][CH3:16])[C:8]=2[C:7](=[O:17])[NH:6]1)([CH3:4])([CH3:3])[CH3:2]. The catalyst class is: 156. (6) Reactant: N.[Cl:2][C:3]1[C:8]([N+:9]([O-:11])=[O:10])=[C:7](Cl)[N:6]=[C:5]([S:13][CH2:14][C:15]2[CH:20]=[CH:19][CH:18]=[CH:17][CH:16]=2)[N:4]=1.C([N:24](C(C)C)CC)(C)C. Product: [Cl:2][C:3]1[N:4]=[C:5]([S:13][CH2:14][C:15]2[CH:20]=[CH:19][CH:18]=[CH:17][CH:16]=2)[N:6]=[C:7]([NH2:24])[C:8]=1[N+:9]([O-:11])=[O:10]. The catalyst class is: 1. (7) Reactant: [CH2:1]([O:3][C:4]([C:6]1[NH:10][N:9]=[C:8]([C:11]2[S:12][CH:13]=[CH:14][CH:15]=2)[CH:7]=1)=[O:5])[CH3:2].C1C(=O)N([Cl:23])C(=O)C1. Product: [CH2:1]([O:3][C:4]([C:6]1[NH:10][N:9]=[C:8]([C:11]2[S:12][CH:13]=[CH:14][CH:15]=2)[C:7]=1[Cl:23])=[O:5])[CH3:2]. The catalyst class is: 3. (8) Reactant: [C:1]([O:5][C:6](=[O:20])[N:7]([CH2:17][CH2:18][OH:19])[CH2:8][C@@H:9](O)[C:10]1[CH:15]=[CH:14][CH:13]=[CH:12][CH:11]=1)([CH3:4])([CH3:3])[CH3:2].C1(P(C2C=CC=CC=2)C2C=CC=CC=2)C=CC=CC=1.CCOC(/N=N/C(OCC)=O)=O. Product: [C:1]([O:5][C:6]([N:7]1[CH2:17][CH2:18][O:19][C@@H:9]([C:10]2[CH:15]=[CH:14][CH:13]=[CH:12][CH:11]=2)[CH2:8]1)=[O:20])([CH3:4])([CH3:3])[CH3:2]. The catalyst class is: 11.